This data is from Catalyst prediction with 721,799 reactions and 888 catalyst types from USPTO. The task is: Predict which catalyst facilitates the given reaction. (1) Reactant: [NH2:1][C:2]1[S:3][CH:4]=[CH:5][N:6]=1.[C:7](O)(=[O:14])[C:8]1[CH:13]=[CH:12][CH:11]=[CH:10][CH:9]=1.C(N(CC)C(C)C)(C)C.CN(C(ON1N=NC2C=CC=NC1=2)=[N+](C)C)C.F[P-](F)(F)(F)(F)F. Product: [S:3]1[CH:4]=[CH:5][N:6]=[C:2]1[NH:1][C:7](=[O:14])[C:8]1[CH:13]=[CH:12][CH:11]=[CH:10][CH:9]=1. The catalyst class is: 3. (2) Reactant: [CH3:1][C:2]1[C:11]2[C:6](=[CH:7][CH:8]=[CH:9][CH:10]=2)[N:5]=[C:4]([CH:12]([OH:15])CO)[CH:3]=1. Product: [CH3:1][C:2]1[C:11]2[C:6](=[CH:7][CH:8]=[CH:9][CH:10]=2)[N:5]=[C:4]([CH:12]=[O:15])[CH:3]=1. The catalyst class is: 20. (3) Reactant: [CH3:1][N:2]([CH:19]1[CH2:23][CH2:22][NH:21][CH2:20]1)[C:3](=[O:18])[CH2:4][CH:5]([C:12]1[CH:17]=[CH:16][CH:15]=[CH:14][CH:13]=1)[C:6]1[CH:11]=[CH:10][CH:9]=[CH:8][CH:7]=1.[N:24]1[CH:29]=[CH:28][C:27]([CH:30]=O)=[CH:26][CH:25]=1.C(O[BH-](OC(=O)C)OC(=O)C)(=O)C.[Na+]. The catalyst class is: 2. Product: [CH3:1][N:2]([C@@H:19]1[CH2:23][CH2:22][N:21]([CH2:30][C:27]2[CH:28]=[CH:29][N:24]=[CH:25][CH:26]=2)[CH2:20]1)[C:3](=[O:18])[CH2:4][CH:5]([C:12]1[CH:13]=[CH:14][CH:15]=[CH:16][CH:17]=1)[C:6]1[CH:11]=[CH:10][CH:9]=[CH:8][CH:7]=1. (4) Reactant: [OH-].[Na+].[NH2:3][CH2:4][CH2:5][CH2:6][CH2:7][CH2:8][CH2:9][CH2:10][CH2:11][CH2:12][CH2:13][C:14]([OH:16])=[O:15].[C:17](O[C:17]([O:19][C:20]([CH3:23])([CH3:22])[CH3:21])=[O:18])([O:19][C:20]([CH3:23])([CH3:22])[CH3:21])=[O:18]. Product: [C:20]([O:19][C:17]([NH:3][CH2:4][CH2:5][CH2:6][CH2:7][CH2:8][CH2:9][CH2:10][CH2:11][CH2:12][CH2:13][C:14]([OH:16])=[O:15])=[O:18])([CH3:23])([CH3:22])[CH3:21]. The catalyst class is: 30.